From a dataset of Reaction yield outcomes from USPTO patents with 853,638 reactions. Predict the reaction yield, written as a fraction of the theoretical maximum amount of product (1.0 means a 100% yield; for example, 0.34 means a 34% yield). (1) The reactants are [CH:1]1([C:7]([NH2:9])=[O:8])[CH2:6][CH2:5][CH2:4][CH2:3][CH2:2]1.Br[C:11]1[CH:12]=[N:13][CH:14]=[N:15][CH:16]=1.[O-]P([O-])([O-])=O.[K+].[K+].[K+].CNCCNC. The catalyst is [Cu]I.O1CCOCC1. The product is [N:13]1[CH:12]=[C:11]([NH:9][C:7]([CH:1]2[CH2:6][CH2:5][CH2:4][CH2:3][CH2:2]2)=[O:8])[CH:16]=[N:15][CH:14]=1. The yield is 0.750. (2) The reactants are [S:1](=[C:4]1[CH:10]=[CH:9][C:7]([NH2:8])=[CH:6][CH2:5]1)(=[O:3])=[O:2].[Li+].[CH3:12][Si]([N-][Si](C)(C)C)(C)C.[CH:21]1([CH2:24][C:25]2[C:30]([C:31]3[CH:36]=[CH:35][N:34]=[C:33](S(C)=O)[N:32]=3)=[CH:29][N:28]=[C:27]([NH:40][CH2:41][C:42]([CH3:45])([OH:44])[CH3:43])[N:26]=2)[CH2:23][CH2:22]1. The catalyst is C1COCC1. The product is [CH:21]1([CH2:24][C:25]2[C:30]([C:31]3[CH:36]=[CH:35][N:34]=[C:33]([NH:8][C:7]4[CH:6]=[CH:5][C:4]([S:1]([CH3:12])(=[O:3])=[O:2])=[CH:10][CH:9]=4)[N:32]=3)=[CH:29][N:28]=[C:27]([NH:40][CH2:41][C:42]([CH3:45])([OH:44])[CH3:43])[N:26]=2)[CH2:22][CH2:23]1. The yield is 0.170. (3) The reactants are [CH3:1][O:2][C:3]([C:5]1[CH:6]=[N:7][C:8]([O:17][CH2:18][C:19]([F:22])([F:21])[F:20])=[C:9]([C:11]2[CH2:16][CH2:15][CH2:14][CH2:13][CH:12]=2)[CH:10]=1)=[O:4]. The catalyst is [Pd].C(O)C. The product is [CH3:1][O:2][C:3]([C:5]1[CH:6]=[N:7][C:8]([O:17][CH2:18][C:19]([F:22])([F:20])[F:21])=[C:9]([CH:11]2[CH2:16][CH2:15][CH2:14][CH2:13][CH2:12]2)[CH:10]=1)=[O:4]. The yield is 0.580.